This data is from TCR-epitope binding with 47,182 pairs between 192 epitopes and 23,139 TCRs. The task is: Binary Classification. Given a T-cell receptor sequence (or CDR3 region) and an epitope sequence, predict whether binding occurs between them. (1) The epitope is PROT_97E67BCC. The TCR CDR3 sequence is CASKPTRANEQFF. Result: 1 (the TCR binds to the epitope). (2) The epitope is KAYNVTQAF. The TCR CDR3 sequence is CASSLEDGPIEQYF. Result: 1 (the TCR binds to the epitope). (3) The epitope is GPGHKARVL. The TCR CDR3 sequence is CASSVSTGEAYGCTF. Result: 1 (the TCR binds to the epitope). (4) The epitope is WICLLQFAY. The TCR CDR3 sequence is CASSPGGVIYEQYF. Result: 1 (the TCR binds to the epitope). (5) The epitope is MLNIPSINV. The TCR CDR3 sequence is CASAPRLSWPDTQYF. Result: 0 (the TCR does not bind to the epitope). (6) The epitope is IVDTVSALV. The TCR CDR3 sequence is CASRREYSTDTQYF. Result: 0 (the TCR does not bind to the epitope). (7) The epitope is GILGFVFTL. The TCR CDR3 sequence is CASSISGGPGETQYF. Result: 1 (the TCR binds to the epitope).